Task: Predict the reactants needed to synthesize the given product.. Dataset: Full USPTO retrosynthesis dataset with 1.9M reactions from patents (1976-2016) (1) Given the product [Cl:12][CH2:8][CH2:7][C:4]1[S:3][C:2]([NH2:1])=[N:6][CH:5]=1, predict the reactants needed to synthesize it. The reactants are: [NH2:1][C:2]1[S:3][C:4]([CH2:7][CH2:8]O)=[CH:5][N:6]=1.O=S(Cl)[Cl:12]. (2) Given the product [N:24]1([CH2:29][CH2:30][CH2:31][NH:32][C:19](=[O:21])[C:18]2[CH:22]=[CH:23][C:15]([N:12]3[C:13]([OH:14])=[C:9]([C:6]4[CH:5]=[CH:4][C:3]([C:1]#[N:2])=[CH:8][CH:7]=4)[CH:10]=[N:11]3)=[N:16][CH:17]=2)[CH:28]=[CH:27][CH:26]=[N:25]1, predict the reactants needed to synthesize it. The reactants are: [C:1]([C:3]1[CH:8]=[CH:7][C:6]([C:9]2[CH:10]=[N:11][N:12]([C:15]3[CH:23]=[CH:22][C:18]([C:19]([OH:21])=O)=[CH:17][N:16]=3)[C:13]=2[OH:14])=[CH:5][CH:4]=1)#[N:2].[N:24]1([CH2:29][CH2:30][CH2:31][NH2:32])[CH:28]=[CH:27][CH:26]=[N:25]1.